This data is from Full USPTO retrosynthesis dataset with 1.9M reactions from patents (1976-2016). The task is: Predict the reactants needed to synthesize the given product. (1) The reactants are: F[P-](F)(F)(F)(F)F.N1(O[P+](N(C)C)(N(C)C)N(C)C)C2C=[CH:14][CH:15]=[CH:16][C:11]=2[N:10]=N1.[C:28]([O:32][C:33]([NH:35][CH:36]([CH2:40][C:41]1[CH:46]=[CH:45][C:44]([C:47]#[N:48])=[CH:43][CH:42]=1)[C:37]([OH:39])=O)=[O:34])([CH3:31])([CH3:30])[CH3:29].N1CCCC1.C(N1CCOCC1)C. Given the product [C:28]([O:32][C:33]([NH:35][CH:36]([CH2:40][C:41]1[CH:46]=[CH:45][C:44]([C:47]#[N:48])=[CH:43][CH:42]=1)[C:37]([N:10]1[CH2:11][CH2:16][CH2:15][CH2:14]1)=[O:39])=[O:34])([CH3:29])([CH3:30])[CH3:31], predict the reactants needed to synthesize it. (2) Given the product [CH2:14]([O:8][C:4]1[CH:5]=[C:6]([OH:7])[N:2]([CH3:1])[N:3]=1)[CH3:15], predict the reactants needed to synthesize it. The reactants are: [CH3:1][N:2]1[C:6](=[O:7])[CH2:5][C:4](=[O:8])[NH:3]1.S(=O)(=O)(O)O.[CH2:14](O)[CH3:15]. (3) Given the product [OH:15][CH:11]1[CH2:12][CH2:13][CH2:14][CH:9]([O:8][CH3:1])[CH:10]1[O:17][Si:18]([C:21]([CH3:24])([CH3:23])[CH3:22])([CH3:20])[CH3:19], predict the reactants needed to synthesize it. The reactants are: [CH2:1]([O:8][CH:9]1[CH2:14][CH2:13][CH2:12][CH:11]([O:15]C)[CH:10]1[O:17][Si:18]([C:21]([CH3:24])([CH3:23])[CH3:22])([CH3:20])[CH3:19])C1C=CC=CC=1.